This data is from Forward reaction prediction with 1.9M reactions from USPTO patents (1976-2016). The task is: Predict the product of the given reaction. (1) Given the reactants ClC1C=CC([N:8]([C:12]2[CH:17]=[C:16]([C:18]([F:21])([F:20])[F:19])[CH:15]=[CH:14][N:13]=2)[C:9](=O)[O-:10])=CC=1.[NH2:22][C:23]1[CH:28]=[CH:27][C:26]([C:29]2[CH:30]=[C:31]([CH2:39][N:40]3[CH2:46][CH2:45][CH2:44][O:43][CH2:42][CH2:41]3)[N:32]3[C:37]=2[C:36]([NH2:38])=[N:35][CH:34]=[N:33]3)=[CH:25][C:24]=1[F:47].C(NC(C)C)(C)C.[O:55]1CCOCC1, predict the reaction product. The product is: [NH2:38][C:36]1[C:37]2=[C:29]([C:26]3[CH:27]=[CH:28][C:23]([NH:22][C:9]([NH:8][C:12]4[CH:17]=[C:16]([C:18]([F:21])([F:20])[F:19])[CH:15]=[CH:14][N+:13]=4[O-:55])=[O:10])=[C:24]([F:47])[CH:25]=3)[CH:30]=[C:31]([CH2:39][N:40]3[CH2:46][CH2:45][CH2:44][O:43][CH2:42][CH2:41]3)[N:32]2[N:33]=[CH:34][N:35]=1. (2) The product is: [Cl:38][C:34]1[C:33]([F:39])=[C:32]([CH:13]2[C:14]([C:24]3[CH:29]=[CH:28][C:27]([Cl:30])=[CH:26][C:25]=3[F:31])([C:22]#[N:23])[CH:15]([CH2:17][C:18]([CH3:21])([CH3:20])[CH3:19])[CH2:16][N:12]2[C:10](=[O:11])[C:7]2[CH:6]=[CH:5][C:4]([CH2:3][OH:2])=[CH:9][CH:8]=2)[CH:37]=[CH:36][CH:35]=1. Given the reactants C[O:2][C:3](=O)[C:4]1[CH:9]=[CH:8][C:7]([C:10]([N:12]2[CH2:16][C@@H:15]([CH2:17][C:18]([CH3:21])([CH3:20])[CH3:19])[C@@:14]([C:24]3[CH:29]=[CH:28][C:27]([Cl:30])=[CH:26][C:25]=3[F:31])([C:22]#[N:23])[C@H:13]2[C:32]2[CH:37]=[CH:36][CH:35]=[C:34]([Cl:38])[C:33]=2[F:39])=[O:11])=[CH:6][CH:5]=1.[BH4-].[Na+].[Li+].[Cl-], predict the reaction product. (3) Given the reactants [C:1]1([N:7]2[C:11]3[C:12]4[CH:13]=[CH:14][CH:15]=[CH:16][C:17]=4[S:18](=[O:21])(=[O:20])[CH2:19][C:10]=3[C:9]([C:22](O)=[O:23])=[N:8]2)[CH:6]=[CH:5][CH:4]=[CH:3][CH:2]=1.C(Cl)(=O)C(Cl)=O.[NH:31]1[CH2:36][CH2:35][O:34][CH2:33][CH2:32]1, predict the reaction product. The product is: [N:31]1([C:22]([C:9]2[C:10]3[CH2:19][S:18](=[O:20])(=[O:21])[C:17]4[CH:16]=[CH:15][CH:14]=[CH:13][C:12]=4[C:11]=3[N:7]([C:1]3[CH:2]=[CH:3][CH:4]=[CH:5][CH:6]=3)[N:8]=2)=[O:23])[CH2:36][CH2:35][O:34][CH2:33][CH2:32]1. (4) Given the reactants [CH3:1][S:2]([OH:5])(=[O:4])=[O:3].[N:6]1[C:7]([CH2:15][O:16][C:17]2[CH:22]=[CH:21][C:20]([C:23]3[C:24](=[O:38])[C:25]([CH3:37])([CH3:36])[O:26][C:27]=3[C:28]3[CH:33]=[CH:32][C:31]([O:34][CH3:35])=[CH:30][CH:29]=3)=[CH:19][CH:18]=2)=[CH:8][N:9]2[C:14]=1[CH:13]=[CH:12][CH:11]=[N:10]2, predict the reaction product. The product is: [CH3:1][S:2]([OH:5])(=[O:4])=[O:3].[N:6]1[C:7]([CH2:15][O:16][C:17]2[CH:18]=[CH:19][C:20]([C:23]3[C:24](=[O:38])[C:25]([CH3:36])([CH3:37])[O:26][C:27]=3[C:28]3[CH:33]=[CH:32][C:31]([O:34][CH3:35])=[CH:30][CH:29]=3)=[CH:21][CH:22]=2)=[CH:8][N:9]2[C:14]=1[CH:13]=[CH:12][CH:11]=[N:10]2. (5) Given the reactants Br[CH2:2][C:3]1[CH:8]=[CH:7][C:6]([CH3:9])=[CH:5][CH:4]=1.[CH3:10][O:11][C:12]1[CH:17]=[CH:16][C:15]([N:18]2[CH2:23][CH2:22][N:21]([C:24]3[C:25]([CH3:38])=[C:26]([CH3:37])[C:27]4[O:31][C:30]([CH3:33])([CH3:32])[CH:29]([OH:34])[C:28]=4[C:35]=3[CH3:36])[CH2:20][CH2:19]2)=[CH:14][CH:13]=1.C(OC(C)C)(C)C.CO, predict the reaction product. The product is: [CH3:10][O:11][C:12]1[CH:13]=[CH:14][C:15]([N:18]2[CH2:19][CH2:20][N:21]([C:24]3[C:25]([CH3:38])=[C:26]([CH3:37])[C:27]4[O:31][C:30]([CH3:33])([CH3:32])[CH:29]([O:34][CH2:2][C:3]5[CH:8]=[CH:7][C:6]([CH3:9])=[CH:5][CH:4]=5)[C:28]=4[C:35]=3[CH3:36])[CH2:22][CH2:23]2)=[CH:16][CH:17]=1. (6) Given the reactants [Br:1][C:2]1[CH:3]=[C:4]([CH3:12])[C:5]2[N:9]=[C:8]([CH3:10])[NH:7][C:6]=2[CH:11]=1.[Cl:13][C:14]1[CH:19]=[CH:18][CH:17]=[CH:16][C:15]=1[CH2:20]Cl, predict the reaction product. The product is: [Br:1][C:2]1[CH:3]=[C:4]([CH3:12])[C:5]2[N:9]=[C:8]([CH3:10])[N:7]([CH2:20][C:15]3[CH:16]=[CH:17][CH:18]=[CH:19][C:14]=3[Cl:13])[C:6]=2[CH:11]=1.